Dataset: Forward reaction prediction with 1.9M reactions from USPTO patents (1976-2016). Task: Predict the product of the given reaction. (1) Given the reactants Cl.NC[CH:4](C#C)[C:5]([O:7][CH2:8][CH3:9])=[O:6].[C:12]([O:16][C:17]([N:19]1[CH2:24][CH2:23][CH:22]([CH2:25][CH2:26][C:27]([N:29]2[CH2:34][CH2:33][CH2:32][C@@H:31](C(O)=O)[CH2:30]2)=[O:28])[CH2:21][CH2:20]1)=[O:18])([CH3:15])([CH3:14])[CH3:13].[OH:38]N1C2C=CC=CC=2N=N1.C(N=C=N[CH2:53][CH2:54][CH2:55][N:56]([CH3:58])C)C, predict the reaction product. The product is: [CH2:8]([O:7][C:5](=[O:6])[CH2:4][CH:55]([C:54]#[CH:53])[NH:56][C:58]([C@@H:31]1[CH2:32][CH2:33][CH2:34][N:29]([C:27](=[O:28])[CH2:26][CH2:25][CH:22]2[CH2:21][CH2:20][N:19]([C:17]([O:16][C:12]([CH3:13])([CH3:14])[CH3:15])=[O:18])[CH2:24][CH2:23]2)[CH2:30]1)=[O:38])[CH3:9]. (2) The product is: [ClH:65].[CH3:64][N:35]([CH3:34])[C:36]1([C:57]2[CH:62]=[CH:61][CH:60]=[C:59]([F:63])[CH:58]=2)[CH2:37][CH2:38][CH:39]([NH:42][C:43]([C:45]2[C:46]([C:51]3[CH:52]=[CH:53][CH:54]=[CH:55][CH:56]=3)=[N:47][O:48][C:49]=2[CH3:50])=[O:44])[CH2:40][CH2:41]1. Given the reactants FC1C=C(C2(N(C)C)CCC(N)CC2)C=CC=1.CC1ON=C(C2C=CC=CC=2)C=1C(O)=O.Cl.[CH3:34][N:35]([CH3:64])[C:36]1([C:57]2[CH:62]=[CH:61][CH:60]=[C:59]([F:63])[CH:58]=2)[CH2:41][CH2:40][CH:39]([NH:42][C:43]([C:45]2[C:46]([C:51]3[CH:56]=[CH:55][CH:54]=[CH:53][CH:52]=3)=[N:47][O:48][C:49]=2[CH3:50])=[O:44])[CH2:38][CH2:37]1.[Cl:65][Si](C)(C)C, predict the reaction product. (3) Given the reactants C([O:3][C:4](=[O:9])[CH2:5][C:6](Cl)=[O:7])C.[CH2:10]([C@@H:17]1[NH:22][CH2:21][CH2:20][N:19]([C:23]2[CH:28]=[CH:27][C:26]([O:29][CH3:30])=[C:25]([O:31][CH:32]([CH3:34])[CH3:33])[CH:24]=2)[CH2:18]1)[C:11]1[CH:16]=[CH:15][CH:14]=[CH:13][CH:12]=1, predict the reaction product. The product is: [CH2:10]([C@H:17]1[CH2:18][N:19]([C:23]2[CH:28]=[CH:27][C:26]([O:29][CH3:30])=[C:25]([O:31][CH:32]([CH3:34])[CH3:33])[CH:24]=2)[CH2:20][CH2:21][N:22]1[C:6](=[O:7])[CH2:5][C:4]([OH:3])=[O:9])[C:11]1[CH:12]=[CH:13][CH:14]=[CH:15][CH:16]=1.